From a dataset of Peptide-MHC class I binding affinity with 185,985 pairs from IEDB/IMGT. Regression. Given a peptide amino acid sequence and an MHC pseudo amino acid sequence, predict their binding affinity value. This is MHC class I binding data. (1) The peptide sequence is EFKRRLKDL. The MHC is HLA-A01:01 with pseudo-sequence HLA-A01:01. The binding affinity (normalized) is 0.0847. (2) The peptide sequence is SFYLISIFLH. The MHC is HLA-A68:01 with pseudo-sequence HLA-A68:01. The binding affinity (normalized) is 0.253.